From a dataset of Peptide-MHC class I binding affinity with 185,985 pairs from IEDB/IMGT. Regression. Given a peptide amino acid sequence and an MHC pseudo amino acid sequence, predict their binding affinity value. This is MHC class I binding data. (1) The peptide sequence is PVLKAMHDKK. The MHC is HLA-A68:01 with pseudo-sequence HLA-A68:01. The binding affinity (normalized) is 0. (2) The peptide sequence is ELIKAMNHF. The MHC is HLA-B39:01 with pseudo-sequence HLA-B39:01. The binding affinity (normalized) is 0.327. (3) The peptide sequence is RENQVAVVR. The MHC is HLA-A02:06 with pseudo-sequence HLA-A02:06. The binding affinity (normalized) is 0.0847. (4) The binding affinity (normalized) is 0.766. The MHC is HLA-A68:01 with pseudo-sequence HLA-A68:01. The peptide sequence is TFVNFNSVK. (5) The peptide sequence is TQTSTWFGF. The MHC is Mamu-A2601 with pseudo-sequence Mamu-A2601. The binding affinity (normalized) is 0.0821. (6) The peptide sequence is LQSQQGHLAR. The MHC is Patr-A0301 with pseudo-sequence Patr-A0301. The binding affinity (normalized) is 0.0817. (7) The binding affinity (normalized) is 0.0847. The peptide sequence is RSLVCLAPK. The MHC is HLA-B46:01 with pseudo-sequence HLA-B46:01. (8) The peptide sequence is QPKTACTTCY. The MHC is HLA-B35:03 with pseudo-sequence HLA-B35:03. The binding affinity (normalized) is 0.112. (9) The peptide sequence is GQTGVIADY. The MHC is HLA-A69:01 with pseudo-sequence HLA-A69:01. The binding affinity (normalized) is 0.0847. (10) The peptide sequence is VAPMPTASTA. The MHC is HLA-A02:01 with pseudo-sequence HLA-A02:01. The binding affinity (normalized) is 0.0641.